From a dataset of Forward reaction prediction with 1.9M reactions from USPTO patents (1976-2016). Predict the product of the given reaction. (1) Given the reactants [CH3:1][O:2][C:3]1[CH:8]=[CH:7][N:6]=[C:5]([NH:9][C:10](=[O:16])[O:11][C:12]([CH3:15])([CH3:14])[CH3:13])[CH:4]=1.[CH2:17]([Li])CCC.CCCCCC.IC.[Cl-].[NH4+], predict the reaction product. The product is: [CH3:1][O:2][C:3]1[CH:8]=[CH:7][N:6]=[C:5]([NH:9][C:10](=[O:16])[O:11][C:12]([CH3:13])([CH3:15])[CH3:14])[C:4]=1[CH3:17]. (2) Given the reactants [Cl:1][C:2]1[CH:7]=[C:6]2[NH:8][C:9](=[O:45])[C:10]3([CH:15]([C:16]4[CH:21]=[C:20]([Cl:22])[CH:19]=[CH:18][C:17]=4[O:23][C:24]([CH2:34][CH3:35])([C:27]([NH:29][S:30]([CH3:33])(=[O:32])=[O:31])=[O:28])[CH2:25][CH3:26])[CH2:14][C:13](=[O:36])[NH:12][CH:11]3[C:37]3[CH:42]=[C:41]([F:43])[CH:40]=[CH:39][C:38]=3[CH3:44])[C:5]2=[CH:4][CH:3]=1.Cl[C:47]([O:49][CH2:50][CH:51]([CH3:53])[CH3:52])=[O:48], predict the reaction product. The product is: [Cl:1][C:2]1[CH:7]=[C:6]2[N:8]([C:47]([O:49][CH2:50][CH:51]([CH3:53])[CH3:52])=[O:48])[C:9](=[O:45])[C:10]3([CH:15]([C:16]4[CH:21]=[C:20]([Cl:22])[CH:19]=[CH:18][C:17]=4[O:23][C:24]([CH2:34][CH3:35])([C:27]([NH:29][S:30]([CH3:33])(=[O:32])=[O:31])=[O:28])[CH2:25][CH3:26])[CH2:14][C:13](=[O:36])[NH:12][CH:11]3[C:37]3[CH:42]=[C:41]([F:43])[CH:40]=[CH:39][C:38]=3[CH3:44])[C:5]2=[CH:4][CH:3]=1. (3) Given the reactants [CH3:1][C:2]1[C:6]([C:7]2[CH:8]=[C:9]([C:19]([C:21]3[CH:26]=[CH:25][CH:24]=[CH:23][N:22]=3)=[O:20])[C:10]3[N:14]=[C:13]([O:15]CC)[NH:12][C:11]=3[CH:18]=2)=[C:5]([CH3:27])[O:4][N:3]=1.[CH:28]1([Mg]Cl)[CH2:32][CH2:31][CH2:30][CH2:29]1, predict the reaction product. The product is: [CH:28]1([C:19]([OH:20])([C:21]2[CH:26]=[CH:25][CH:24]=[CH:23][N:22]=2)[C:9]2[C:10]3[NH:14][C:13](=[O:15])[NH:12][C:11]=3[CH:18]=[C:7]([C:6]3[C:2]([CH3:1])=[N:3][O:4][C:5]=3[CH3:27])[CH:8]=2)[CH2:32][CH2:31][CH2:30][CH2:29]1. (4) Given the reactants [F:1][C:2]1[CH:24]=[C:23]([F:25])[CH:22]=[CH:21][C:3]=1[CH2:4][C@H:5]1[CH2:10][C@@H:9]([C:11]2[O:15][NH:14][C:13](=[O:16])[CH:12]=2)[CH2:8][CH2:7][N:6]1[C:17]([O:19][CH3:20])=[O:18].CCCCCCC.CCO, predict the reaction product. The product is: [F:1][C:2]1[CH:24]=[C:23]([F:25])[CH:22]=[CH:21][C:3]=1[CH2:4][C@H:5]1[CH2:10][C@@H:9]([C:11]2[O:15][NH:14][C:13](=[O:16])[CH:12]=2)[CH2:8][CH2:7][N:6]1[C:17]([O:19][CH3:20])=[O:18].[F:1][C:2]1[CH:24]=[C:23]([F:25])[CH:22]=[CH:21][C:3]=1[CH2:4][C@@H:5]1[CH2:10][C@H:9]([C:11]2[O:15][NH:14][C:13](=[O:16])[CH:12]=2)[CH2:8][CH2:7][N:6]1[C:17]([O:19][CH3:20])=[O:18]. (5) Given the reactants [NH2:1][C:2]1[CH:3]=[N:4][C:5]2[C:10]([C:11]=1[NH:12][NH:13][C:14]([O:16][C:17]([CH3:20])([CH3:19])[CH3:18])=[O:15])=[CH:9][CH:8]=[C:7]([O:21][CH2:22][C:23]1[CH:28]=[CH:27][CH:26]=[CH:25][CH:24]=1)[CH:6]=2.C(N(CC)CC)C.[CH2:36]([O:38][CH2:39][C:40](Cl)=O)[CH3:37], predict the reaction product. The product is: [CH2:22]([O:21][C:7]1[CH:8]=[CH:9][C:10]2[C:11]3[N:12]([NH:13][C:14](=[O:15])[O:16][C:17]([CH3:20])([CH3:19])[CH3:18])[C:37]([CH2:36][O:38][CH2:39][CH3:40])=[N:1][C:2]=3[CH:3]=[N:4][C:5]=2[CH:6]=1)[C:23]1[CH:24]=[CH:25][CH:26]=[CH:27][CH:28]=1. (6) Given the reactants [CH:1]1([CH2:7][C@H:8]([N:12]2[CH2:16][C:15]([O:17][C:18]3[CH:23]=[CH:22][CH:21]=[C:20]([F:24])[C:19]=3[F:25])=[CH:14][C:13]2=[O:26])[C:9]([OH:11])=O)[CH2:6][CH2:5][CH2:4][CH2:3][CH2:2]1.Cl.[CH3:28]N(C)CCCN=C=NCC.C(N(CC)C(C)C)(C)C.ON1C2C=CC=CC=2N=N1.Cl.[OH:59][C@@H:60]([CH2:90]O)[CH2:61][N:62]1[CH:66]=[CH:65][C:64]([NH:67]C(=O)[C@@H](N2CC(OC3C=CC=C(Cl)C=3Cl)=CC2=O)CC(C)C)=[N:63]1, predict the reaction product. The product is: [CH:1]1([CH2:7][C@H:8]([N:12]2[CH2:16][C:15]([O:17][C:18]3[CH:23]=[CH:22][CH:21]=[C:20]([F:24])[C:19]=3[F:25])=[CH:14][C:13]2=[O:26])[C:9]([NH:67][C:64]2[CH:65]=[CH:66][N:62]([CH2:61][C:60]([OH:59])([CH3:90])[CH3:28])[N:63]=2)=[O:11])[CH2:2][CH2:3][CH2:4][CH2:5][CH2:6]1. (7) Given the reactants [F:1][C:2]([F:13])([F:12])[O:3][C:4]1[CH:11]=[CH:10][C:7]([CH:8]=O)=[CH:6][CH:5]=1.[NH2:14][C:15]1[N:16]=[N:17][C:18]([CH3:21])=[CH:19][CH:20]=1.C([O:24][C:25](=O)[C:26]([OH:38])=[CH:27][C:28]([C:30]1[CH:35]=[CH:34][C:33]([CH2:36][CH3:37])=[CH:32][CH:31]=1)=[O:29])C, predict the reaction product. The product is: [CH2:36]([C:33]1[CH:34]=[CH:35][C:30]([C:28]([C:27]2[CH:8]([C:7]3[CH:10]=[CH:11][C:4]([O:3][C:2]([F:13])([F:12])[F:1])=[CH:5][CH:6]=3)[N:14]([C:15]3[N:16]=[N:17][C:18]([CH3:21])=[CH:19][CH:20]=3)[C:25](=[O:24])[C:26]=2[OH:38])=[O:29])=[CH:31][CH:32]=1)[CH3:37].